From a dataset of Reaction yield outcomes from USPTO patents with 853,638 reactions. Predict the reaction yield, written as a fraction of the theoretical maximum amount of product (1.0 means a 100% yield; for example, 0.34 means a 34% yield). (1) The yield is 0.842. The catalyst is O1CCCC1. The product is [NH2:1][C:2]1[CH:25]=[CH:24][C:5]([O:6][C:7]2[C:16]3[C:11](=[CH:12][C:13]([O:19][CH2:20][C@H:21]([OH:22])[CH2:23][N:29]([CH2:30][CH3:31])[CH2:27][CH3:28])=[C:14]([C:17]#[N:18])[CH:15]=3)[N:10]=[CH:9][CH:8]=2)=[CH:4][C:3]=1[Cl:26]. The reactants are [NH2:1][C:2]1[CH:25]=[CH:24][C:5]([O:6][C:7]2[C:16]3[C:11](=[CH:12][C:13]([O:19][CH2:20][C@H:21]4[CH2:23][O:22]4)=[C:14]([C:17]#[N:18])[CH:15]=3)[N:10]=[CH:9][CH:8]=2)=[CH:4][C:3]=1[Cl:26].[CH2:27]([NH:29][CH2:30][CH3:31])[CH3:28]. (2) The reactants are [N:1]1([C:7]2[C:8]3[N:22]=[N:21][N:20]([CH2:23][CH2:24][N:25]4[CH2:30][CH2:29][NH:28][CH2:27][CH2:26]4)[C:9]=3[N:10]=[C:11]([C:13]3[CH:14]=[C:15]([OH:19])[CH:16]=[CH:17][CH:18]=3)[N:12]=2)[CH2:6][CH2:5][O:4][CH2:3][CH2:2]1.CCN(CC)CC.[C:38](Cl)(=[O:40])[CH3:39]. The catalyst is C1COCC1. The product is [C:38]([N:28]1[CH2:27][CH2:26][N:25]([CH2:24][CH2:23][N:20]2[C:9]3[N:10]=[C:11]([C:13]4[CH:14]=[C:15]([OH:19])[CH:16]=[CH:17][CH:18]=4)[N:12]=[C:7]([N:1]4[CH2:2][CH2:3][O:4][CH2:5][CH2:6]4)[C:8]=3[N:22]=[N:21]2)[CH2:30][CH2:29]1)(=[O:40])[CH3:39]. The yield is 0.450. (3) The reactants are [Cl:1][CH2:2][C:3](Cl)=[O:4].[NH2:6][CH2:7][CH2:8][N:9]1[CH2:14][CH2:13][O:12][CH2:11][CH2:10]1.C(N(CC)CC)C. The catalyst is C(Cl)Cl. The product is [Cl:1][CH2:2][C:3]([NH:6][CH2:7][CH2:8][N:9]1[CH2:14][CH2:13][O:12][CH2:11][CH2:10]1)=[O:4]. The yield is 0.330. (4) The reactants are [Cl:1][C:2]1[N:7]=[C:6]([CH3:8])[N:5]=[C:4]([NH2:9])[CH:3]=1.[I:10]Cl.S([O-])([O-])=O.[Na+].[Na+]. The yield is 0.800. The product is [Cl:1][C:2]1[N:7]=[C:6]([CH3:8])[N:5]=[C:4]([NH2:9])[C:3]=1[I:10]. The catalyst is CO. (5) The reactants are Cl.[NH2:2][C:3]1[C:7]([C:8]([O:10][CH3:11])=[O:9])=[CH:6][S:5][CH:4]=1.Cl[C:13]([O:15][CH:16]([CH3:18])[CH3:17])=[O:14].[OH-].[Na+].Cl. The catalyst is ClCCl. The product is [CH3:11][O:10][C:8]([C:7]1[C:3]([NH:2][C:13]([O:15][CH:16]([CH3:18])[CH3:17])=[O:14])=[CH:4][S:5][CH:6]=1)=[O:9]. The yield is 0.770.